Predict the product of the given reaction. From a dataset of Forward reaction prediction with 1.9M reactions from USPTO patents (1976-2016). (1) Given the reactants [CH3:1][O:2][C:3]1[N:10]=[C:9]([CH3:11])[CH:8]=[C:7]([CH3:12])[C:4]=1[C:5]#[N:6].[Li+].C[Si]([N-][Si](C)(C)C)(C)C.Br[CH2:24][CH:25]=[CH2:26], predict the reaction product. The product is: [CH2:12]([C:7]1[C:4]([C:5]#[N:6])=[C:3]([O:2][CH3:1])[N:10]=[C:9]([CH3:11])[CH:8]=1)[CH2:26][CH:25]=[CH2:24]. (2) Given the reactants Cl[C:2]1[N:6]([C:7]2[CH:12]=[CH:11][CH:10]=[CH:9][CH:8]=2)[N:5]=[C:4]([CH3:13])[C:3]=1[CH:14]=[O:15].[Cl:16][C:17]1[CH:18]=[C:19]([SH:24])[CH:20]=[C:21]([Cl:23])[CH:22]=1.C(=O)([O-])[O-].[K+].[K+], predict the reaction product. The product is: [Cl:16][C:17]1[CH:18]=[C:19]([S:24][C:2]2[N:6]([C:7]3[CH:12]=[CH:11][CH:10]=[CH:9][CH:8]=3)[N:5]=[C:4]([CH3:13])[C:3]=2[CH:14]=[O:15])[CH:20]=[C:21]([Cl:23])[CH:22]=1. (3) Given the reactants [Br:1][C:2]1[CH:7]=[CH:6][C:5]([CH3:8])=[C:4]([N+:9]([O-])=O)[CH:3]=1.[CH3:12]OC(OC)N(C)C.N1CCCC1, predict the reaction product. The product is: [Br:1][C:2]1[CH:3]=[C:4]2[C:5]([CH:8]=[CH:12][NH:9]2)=[CH:6][CH:7]=1.